This data is from TCR-epitope binding with 47,182 pairs between 192 epitopes and 23,139 TCRs. The task is: Binary Classification. Given a T-cell receptor sequence (or CDR3 region) and an epitope sequence, predict whether binding occurs between them. (1) The epitope is GLIYNRMGAVTTEV. The TCR CDR3 sequence is CASSWGLAGDNEQFF. Result: 0 (the TCR does not bind to the epitope). (2) The epitope is VLQAVGACV. The TCR CDR3 sequence is CASSIPPPTDPYEQYF. Result: 0 (the TCR does not bind to the epitope). (3) The epitope is FPRPWLHGL. The TCR CDR3 sequence is CASSLWGGIADTQYF. Result: 1 (the TCR binds to the epitope). (4) The epitope is KRWIIMGLNK. The TCR CDR3 sequence is CSARDSARDRVWEQFF. Result: 0 (the TCR does not bind to the epitope). (5) The TCR CDR3 sequence is CASSQDMKTQYF. Result: 0 (the TCR does not bind to the epitope). The epitope is ISPRTLNAW. (6) The epitope is GLCTLVAML. The TCR CDR3 sequence is CASSQAGQRLAGALNPTQSYNEQFF. Result: 0 (the TCR does not bind to the epitope).